Dataset: Reaction yield outcomes from USPTO patents with 853,638 reactions. Task: Predict the reaction yield, written as a fraction of the theoretical maximum amount of product (1.0 means a 100% yield; for example, 0.34 means a 34% yield). The reactants are [CH3:1][C:2]([O:19][C:20]1[C:29]2[C:24](=[CH:25][CH:26]=[CH:27][CH:28]=2)[C:23]([N+:30]([O-])=O)=[CH:22][CH:21]=1)([CH3:18])[CH2:3][C:4]1[CH:9]=[CH:8][N:7]=[C:6]([NH:10][C:11](=[O:17])[O:12][C:13]([CH3:16])([CH3:15])[CH3:14])[CH:5]=1.[H][H]. The catalyst is CO.CC(O)=O.[Pt]. The product is [NH2:30][C:23]1[C:24]2[C:29](=[CH:28][CH:27]=[CH:26][CH:25]=2)[C:20]([O:19][C:2]([CH3:18])([CH3:1])[CH2:3][C:4]2[CH:9]=[CH:8][N:7]=[C:6]([NH:10][C:11](=[O:17])[O:12][C:13]([CH3:15])([CH3:14])[CH3:16])[CH:5]=2)=[CH:21][CH:22]=1. The yield is 0.990.